This data is from Forward reaction prediction with 1.9M reactions from USPTO patents (1976-2016). The task is: Predict the product of the given reaction. (1) Given the reactants Cl.[N:2]1[CH:7]=[CH:6][CH:5]=[C:4]([CH2:8][C:9]([OH:11])=O)[CH:3]=1.C(Cl)(=O)C(Cl)=O.CN(C)C=O.[F:23][C:24]([F:43])([F:42])[O:25][C:26]1[CH:31]=[CH:30][C:29]([C:32]2[C:33]([NH2:41])=[N:34][N:35]3[CH:40]=[CH:39][CH:38]=[N:37][C:36]=23)=[CH:28][CH:27]=1, predict the reaction product. The product is: [N:2]1[CH:7]=[CH:6][CH:5]=[C:4]([CH2:8][C:9]([NH:41][C:33]2[C:32]([C:29]3[CH:28]=[CH:27][C:26]([O:25][C:24]([F:43])([F:23])[F:42])=[CH:31][CH:30]=3)=[C:36]3[N:37]=[CH:38][CH:39]=[CH:40][N:35]3[N:34]=2)=[O:11])[CH:3]=1. (2) The product is: [NH2:12][C:3]1[C:2]([I:1])=[C:10]([CH3:11])[CH:9]=[CH:8][C:4]=1[C:5]([OH:7])=[O:6]. Given the reactants [I:1][C:2]1[C:3]([N+:12]([O-])=O)=[C:4]([CH:8]=[CH:9][C:10]=1[CH3:11])[C:5]([OH:7])=[O:6].C(O)C.C(O)(=O)C, predict the reaction product. (3) Given the reactants C[O:2][C:3]([C:5]1[C:6](Cl)=[N:7][C:8]2[C:13]([C:14]=1[C:15]1[CH:20]=[CH:19][CH:18]=[CH:17][CH:16]=1)=[CH:12][C:11]([Cl:21])=[CH:10][C:9]=2[Cl:22])=[O:4].[F:24][C:25]1([F:31])[CH2:30][CH2:29][NH:28][CH2:27][CH2:26]1, predict the reaction product. The product is: [Cl:21][C:11]1[CH:12]=[C:13]2[C:8](=[C:9]([Cl:22])[CH:10]=1)[N:7]=[C:6]([N:28]1[CH2:29][CH2:30][C:25]([F:31])([F:24])[CH2:26][CH2:27]1)[C:5]([C:3]([OH:2])=[O:4])=[C:14]2[C:15]1[CH:16]=[CH:17][CH:18]=[CH:19][CH:20]=1. (4) The product is: [C:30]1([C:8]2[CH:7]=[C:6]([CH:3]3[CH2:2][NH:1][C:38](=[N:39][S:40]([CH3:43])(=[O:42])=[O:41])[NH:5][CH2:4]3)[CH:11]=[CH:10][C:9]=2[NH:12][C:13]([C:15]2[N:16]([CH2:22][O:23][CH2:24][CH2:25][Si:26]([CH3:29])([CH3:27])[CH3:28])[CH:17]=[C:18]([C:20]#[N:21])[N:19]=2)=[O:14])[CH2:35][CH2:34][CH2:33][CH2:32][CH:31]=1. Given the reactants [NH2:1][CH2:2][CH:3]([C:6]1[CH:11]=[CH:10][C:9]([NH:12][C:13]([C:15]2[N:16]([CH2:22][O:23][CH2:24][CH2:25][Si:26]([CH3:29])([CH3:28])[CH3:27])[CH:17]=[C:18]([C:20]#[N:21])[N:19]=2)=[O:14])=[C:8]([C:30]2[CH2:35][CH2:34][CH2:33][CH2:32][CH:31]=2)[CH:7]=1)[CH2:4][NH2:5].CS[C:38](SC)=[N:39][S:40]([CH3:43])(=[O:42])=[O:41], predict the reaction product.